From a dataset of Forward reaction prediction with 1.9M reactions from USPTO patents (1976-2016). Predict the product of the given reaction. (1) Given the reactants [C:1]1([CH2:7][CH2:8][CH2:9]/[CH:10]=[CH:11]/[C:12]([OH:14])=O)[CH:6]=[CH:5][CH:4]=[CH:3][CH:2]=1.[O:15]1[CH2:20][CH2:19][CH:18]([CH2:21][NH2:22])[CH2:17][CH2:16]1.O1CCCC1.Cl.C(N=C=NCCCN(C)C)C, predict the reaction product. The product is: [O:15]1[CH2:20][CH2:19][CH:18]([CH2:21][NH:22][C:12](=[O:14])/[CH:11]=[CH:10]/[CH2:9][CH2:8][CH2:7][C:1]2[CH:2]=[CH:3][CH:4]=[CH:5][CH:6]=2)[CH2:17][CH2:16]1. (2) Given the reactants [CH3:1][O:2][C:3]1[CH:4]=[C:5]2[C:10](=[CH:11][C:12]=1[O:13][CH3:14])[N:9]=[CH:8][N:7]=[C:6]2[O:15][C:16]1[CH:17]=[C:18]([CH:20]=[CH:21][CH:22]=1)[NH2:19].[C:23](=O)([O-])[NH2:24].COC1C=C2C(=CC=1OC)N=CN=C2OC1C=C(N[C:49]([NH:51][C:52]2[O:56][N:55]=[C:54]([CH:57]([CH3:59])[CH3:58])[CH:53]=2)=[O:50])C=CC=1, predict the reaction product. The product is: [C:23]([C:57]([C:54]1[CH:53]=[C:52]([NH:51][C:49]([NH:19][C:18]2[CH:20]=[CH:21][CH:22]=[C:16]([O:15][C:6]3[C:5]4[C:10](=[CH:11][C:12]([O:13][CH3:14])=[C:3]([O:2][CH3:1])[CH:4]=4)[N:9]=[CH:8][N:7]=3)[CH:17]=2)=[O:50])[O:56][N:55]=1)([CH3:58])[CH3:59])#[N:24]. (3) Given the reactants [C:1]([NH:5][C:6]1[C:15]([CH2:16][C@@H:17]([CH3:21])[C:18](O)=[O:19])=[CH:14][C:13]2[C:8](=[CH:9][CH:10]=[C:11]([C:22]3[CH:27]=[CH:26][CH:25]=[CH:24][C:23]=3[CH3:28])[CH:12]=2)[N:7]=1)([CH3:4])([CH3:3])[CH3:2].[C:29]([C@H:31]1[CH2:36][C@@H:35]([NH2:37])[CH2:34][CH2:33][O:32]1)#[CH:30].C(N(C(C)C)C(C)C)C.CN(C(ON1N=NC2C=CC=NC1=2)=[N+](C)C)C.F[P-](F)(F)(F)(F)F, predict the reaction product. The product is: [C:1]([NH:5][C:6]1[C:15]([CH2:16][C@@H:17]([CH3:21])[C:18]([NH:37][C@H:35]2[CH2:34][CH2:33][O:32][C@@H:31]([C:29]#[CH:30])[CH2:36]2)=[O:19])=[CH:14][C:13]2[C:8](=[CH:9][CH:10]=[C:11]([C:22]3[CH:27]=[CH:26][CH:25]=[CH:24][C:23]=3[CH3:28])[CH:12]=2)[N:7]=1)([CH3:2])([CH3:4])[CH3:3]. (4) The product is: [F:1][C:2]1[CH:7]=[C:6]([F:8])[CH:5]=[CH:4][C:3]=1[N:9]([CH3:28])[C:10]([C:12]1[S:24][C:23]2[C:22]3[CH:21]=[C:20]([C:25]([N:32]4[CH2:33][CH2:34][CH2:35][C@H:30]([OH:29])[CH2:31]4)=[O:26])[CH:19]=[CH:18][C:17]=3[O:16][CH2:15][C:14]=2[CH:13]=1)=[O:11]. Given the reactants [F:1][C:2]1[CH:7]=[C:6]([F:8])[CH:5]=[CH:4][C:3]=1[N:9]([CH3:28])[C:10]([C:12]1[S:24][C:23]2[C:22]3[CH:21]=[C:20]([C:25](O)=[O:26])[CH:19]=[CH:18][C:17]=3[O:16][CH2:15][C:14]=2[CH:13]=1)=[O:11].[OH:29][C@H:30]1[CH2:35][CH2:34][CH2:33][NH:32][CH2:31]1, predict the reaction product. (5) Given the reactants [NH2:1][C:2]1[CH:7]=[CH:6][C:5]([C:8]([C:13]2[CH:26]=[CH:25][C:16]([O:17][CH2:18][C:19](=[O:24])[C:20]([CH3:23])([CH3:22])[CH3:21])=[C:15]([CH3:27])[CH:14]=2)([CH2:11][CH3:12])[CH2:9][CH3:10])=[CH:4][C:3]=1[CH3:28].C(N(CC)CC)C.C(Cl)Cl.[CH3:39][S:40](Cl)(=[O:42])=[O:41], predict the reaction product. The product is: [CH3:21][C:20]([CH3:22])([CH3:23])[C:19](=[O:24])[CH2:18][O:17][C:16]1[CH:25]=[CH:26][C:13]([C:8]([C:5]2[CH:6]=[CH:7][C:2]([NH:1][S:40]([CH3:39])(=[O:42])=[O:41])=[C:3]([CH3:28])[CH:4]=2)([CH2:11][CH3:12])[CH2:9][CH3:10])=[CH:14][C:15]=1[CH3:27].